Dataset: Full USPTO retrosynthesis dataset with 1.9M reactions from patents (1976-2016). Task: Predict the reactants needed to synthesize the given product. (1) Given the product [C:1](=[O:12])([S:18][CH2:13][CH2:14][CH2:15][CH2:16][CH3:17])/[CH:2]=[CH:3]/[CH2:4][CH2:5][CH2:6][CH2:7][CH2:8][CH2:9][CH3:10], predict the reactants needed to synthesize it. The reactants are: [C:1]([OH:12])(=O)/[CH:2]=[CH:3]/[CH2:4][CH2:5][CH2:6][CH2:7][CH2:8][CH2:9][CH3:10].[CH2:13]([SH:18])[CH2:14][CH2:15][CH2:16][CH3:17]. (2) Given the product [O:1]([CH2:8][C:9]1[NH:10][CH:11]=[C:12]([C:14]2[CH:27]=[CH:26][C:17]([O:18][C:19]3[CH:20]=[CH:21][C:22]([NH:23][C:35]([NH:34][C:28]4[CH:33]=[CH:32][CH:31]=[CH:30][CH:29]=4)=[O:36])=[CH:24][CH:25]=3)=[CH:16][CH:15]=2)[N:13]=1)[C:2]1[CH:7]=[CH:6][CH:5]=[CH:4][CH:3]=1, predict the reactants needed to synthesize it. The reactants are: [O:1]([CH2:8][C:9]1[NH:10][CH:11]=[C:12]([C:14]2[CH:27]=[CH:26][C:17]([O:18][C:19]3[CH:25]=[CH:24][C:22]([NH2:23])=[CH:21][CH:20]=3)=[CH:16][CH:15]=2)[N:13]=1)[C:2]1[CH:7]=[CH:6][CH:5]=[CH:4][CH:3]=1.[C:28]1([N:34]=[C:35]=[O:36])[CH:33]=[CH:32][CH:31]=[CH:30][CH:29]=1.O.C(OCC)(=O)C. (3) Given the product [C:14]([O:13][C:11]([N:7]1[CH2:8][C@@H:9]([CH3:10])[N:4]([C:2]([O:23][CH2:22][C:21]2[C:20]([F:19])=[CH:27][CH:26]=[CH:25][C:24]=2[F:28])=[O:3])[C@@H:5]([CH3:18])[CH2:6]1)=[O:12])([CH3:17])([CH3:16])[CH3:15], predict the reactants needed to synthesize it. The reactants are: Cl[C:2]([N:4]1[C@H:9]([CH3:10])[CH2:8][N:7]([C:11]([O:13][C:14]([CH3:17])([CH3:16])[CH3:15])=[O:12])[CH2:6][C@@H:5]1[CH3:18])=[O:3].[F:19][C:20]1[CH:27]=[CH:26][CH:25]=[C:24]([F:28])[C:21]=1[CH2:22][OH:23]. (4) Given the product [F:34][C:35]([F:40])([F:39])[C:6]([N:8]1[CH2:13][CH2:12][CH:11]([N:14]2[C:18]3=[N:19][CH:20]=[N:21][C:22]([O:23][C:24]4[CH:25]=[CH:26][C:27]([S:30]([CH3:33])(=[O:32])=[O:31])=[CH:28][CH:29]=4)=[C:17]3[CH:16]=[N:15]2)[CH2:10][CH2:9]1)=[O:5], predict the reactants needed to synthesize it. The reactants are: C([O:5][C:6]([N:8]1[CH2:13][CH2:12][CH:11]([N:14]2[C:18]3=[N:19][CH:20]=[N:21][C:22]([O:23][C:24]4[CH:29]=[CH:28][C:27]([S:30]([CH3:33])(=[O:32])=[O:31])=[CH:26][CH:25]=4)=[C:17]3[CH:16]=[N:15]2)[CH2:10][CH2:9]1)=O)(C)(C)C.[F:34][C:35]([F:40])([F:39])C(O)=O.FC(F)(F)C(OC(=O)C(F)(F)F)=O. (5) Given the product [CH3:13][O:12][C:9]1[CH:10]=[C:11]2[C:6](=[CH:7][C:8]=1[O:14][CH2:15][CH2:16][CH2:17][N:18]1[CH2:23][CH2:22][O:21][CH2:20][CH2:19]1)[N:5]=[CH:4][N:3]=[C:2]2[O:30][C:31]1[CH:40]=[C:39]2[C:34]([CH:35]=[CH:36][CH:37]=[N:38]2)=[CH:33][CH:32]=1, predict the reactants needed to synthesize it. The reactants are: Cl[C:2]1[C:11]2[C:6](=[CH:7][C:8]([O:14][CH2:15][CH2:16][CH2:17][N:18]3[CH2:23][CH2:22][O:21][CH2:20][CH2:19]3)=[C:9]([O:12][CH3:13])[CH:10]=2)[N:5]=[CH:4][N:3]=1.C(=O)([O-])[O-].[K+].[K+].[OH:30][C:31]1[CH:40]=[C:39]2[C:34]([CH:35]=[CH:36][CH:37]=[N:38]2)=[CH:33][CH:32]=1.[OH-].[Na+]. (6) Given the product [Br:17][C:18]1[CH:19]=[N:20][CH:21]=[C:22]([N:10]2[N:9]=[CH:8][C:7]3[C:12](=[C:13]([F:15])[CH:14]=[C:5]([C:1]([CH3:4])([CH3:2])[CH3:3])[CH:6]=3)[C:11]2=[O:16])[C:23]=1[CH:24]=[O:25], predict the reactants needed to synthesize it. The reactants are: [C:1]([C:5]1[CH:6]=[C:7]2[C:12](=[C:13]([F:15])[CH:14]=1)[C:11](=[O:16])[NH:10][N:9]=[CH:8]2)([CH3:4])([CH3:3])[CH3:2].[Br:17][C:18]1[CH:19]=[N:20][CH:21]=[C:22](Br)[C:23]=1[CH:24]=[O:25].COC1C2C(=C3C(=CC=2)C(OC)=CC=N3)N=CC=1.C([O-])([O-])=O.[Cs+].[Cs+].